Dataset: Reaction yield outcomes from USPTO patents with 853,638 reactions. Task: Predict the reaction yield, written as a fraction of the theoretical maximum amount of product (1.0 means a 100% yield; for example, 0.34 means a 34% yield). The reactants are [N+:1]([C:4]1[CH:9]=[CH:8][C:7]([C:10]2[N:14]3[CH:15]=[CH:16][CH:17]=[CH:18][C:13]3=[N:12][C:11]=2[C:19]([F:22])([F:21])[F:20])=[CH:6][CH:5]=1)([O-])=O.Cl[Sn]Cl.[F:26][C:27]1[CH:28]=[C:29](C=C[C:35]=1[F:36])[C:30](Cl)=O.C(N(C(C)C)CC)(C)C.[CH2:46]([OH:48])[CH3:47]. The catalyst is O.C(Cl)Cl. The product is [F:36][C:35]1[C:27]([F:26])=[CH:28][CH:29]=[CH:30][C:47]=1[C:46]([NH:1][C:4]1[CH:9]=[CH:8][C:7]([C:10]2[N:14]3[CH:15]=[CH:16][CH:17]=[CH:18][C:13]3=[N:12][C:11]=2[C:19]([F:22])([F:21])[F:20])=[CH:6][CH:5]=1)=[O:48]. The yield is 0.840.